Dataset: Forward reaction prediction with 1.9M reactions from USPTO patents (1976-2016). Task: Predict the product of the given reaction. (1) Given the reactants [CH:1]1([NH:7][C:8]2[C:9]3[CH2:30][N:29](C(OC(C)(C)C)=O)[CH2:28][CH2:27][C:10]=3[N:11]=[C:12]([NH:14][C:15]3[CH:20]=[CH:19][C:18]([N:21]4[CH:25]=[CH:24][N:23]=[C:22]4[CH3:26])=[CH:17][CH:16]=3)[N:13]=2)[CH2:6][CH2:5][CH2:4][CH2:3][CH2:2]1.Cl, predict the reaction product. The product is: [CH:1]1([NH:7][C:8]2[C:9]3[CH2:30][NH:29][CH2:28][CH2:27][C:10]=3[N:11]=[C:12]([NH:14][C:15]3[CH:20]=[CH:19][C:18]([N:21]4[CH:25]=[CH:24][N:23]=[C:22]4[CH3:26])=[CH:17][CH:16]=3)[N:13]=2)[CH2:2][CH2:3][CH2:4][CH2:5][CH2:6]1. (2) Given the reactants [Cl:1][C:2]1[CH:12]=[CH:11][C:10]([CH2:13][NH:14][C:15](=[O:20])[C:16]([F:19])([F:18])[F:17])=[CH:9][C:3]=1[C:4]([N:6]=[C:7]=[O:8])=O.[CH3:21][O:22][C:23]([C:25]1[CH:30]=[CH:29][C:28]([NH:31][NH:32]C(OC(C)(C)C)=O)=[CH:27][CH:26]=1)=[O:24], predict the reaction product. The product is: [Cl:1][C:2]1[CH:12]=[CH:11][C:10]([CH2:13][NH:14][C:15](=[O:20])[C:16]([F:19])([F:18])[F:17])=[CH:9][C:3]=1[C:4]1[NH:6][C:7](=[O:8])[N:31]([C:28]2[CH:27]=[CH:26][C:25]([C:23]([O:22][CH3:21])=[O:24])=[CH:30][CH:29]=2)[N:32]=1. (3) Given the reactants [CH3:1][C:2]1[N:6]([CH2:7][C:8]([OH:10])=O)[N:5]=[C:4]([C:11]([F:14])([F:13])[F:12])[CH:3]=1.Cl.[CH3:16][N:17]([CH:32]1[C:41]2[C:36](=[CH:37][CH:38]=[CH:39][CH:40]=2)[CH2:35][CH2:34][CH2:33]1)[C:18]([C:20]1[N:25]=[C:24]([CH:26]2[CH2:31][CH2:30][NH:29][CH2:28][CH2:27]2)[CH:23]=[CH:22][CH:21]=1)=[O:19].C(N(C(C)C)CC)(C)C.F[P-](F)(F)(F)(F)F.N1(O[P+](N(C)C)(N(C)C)N(C)C)C2C=CC=CC=2N=N1, predict the reaction product. The product is: [CH3:16][N:17]([CH:32]1[C:41]2[C:36](=[CH:37][CH:38]=[CH:39][CH:40]=2)[CH2:35][CH2:34][CH2:33]1)[C:18]([C:20]1[N:25]=[C:24]([CH:26]2[CH2:27][CH2:28][N:29]([C:8](=[O:10])[CH2:7][N:6]3[C:2]([CH3:1])=[CH:3][C:4]([C:11]([F:14])([F:13])[F:12])=[N:5]3)[CH2:30][CH2:31]2)[CH:23]=[CH:22][CH:21]=1)=[O:19]. (4) Given the reactants [CH3:1][O:2][C:3]1[CH:12]=[C:11]2[C:6]([N:7]=[CH:8][C:9](=[O:26])[N:10]2[CH2:13][CH2:14][N:15]2[CH2:20][CH2:19][C:18](=O)[CH2:17][CH:16]2[C:22]([O:24][CH3:25])=[O:23])=[CH:5][CH:4]=1.C([O-])(=O)C.[NH4+].C([BH3-])#[N:33].[Na+].C(=O)([O-])O.[Na+], predict the reaction product. The product is: [NH2:33][CH:18]1[CH2:19][CH2:20][N:15]([CH2:14][CH2:13][N:10]2[C:11]3[C:6](=[CH:5][CH:4]=[C:3]([O:2][CH3:1])[CH:12]=3)[N:7]=[CH:8][C:9]2=[O:26])[CH:16]([C:22]([O:24][CH3:25])=[O:23])[CH2:17]1. (5) Given the reactants [CH3:1][O:2][C:3]1[C:12]2[C:7](=[CH:8][CH:9]=[CH:10][CH:11]=2)[C:6]([S:13](Cl)(=[O:15])=[O:14])=[CH:5][CH:4]=1.[CH2:17]([O:19][C:20](=[O:31])[CH2:21][CH:22]1[C:30]2[C:25](=[CH:26][CH:27]=[CH:28][CH:29]=2)[NH:24][CH2:23]1)[CH3:18].C(N(CC)CC)C, predict the reaction product. The product is: [CH2:17]([O:19][C:20](=[O:31])[CH2:21][CH:22]1[C:30]2[C:25](=[CH:26][CH:27]=[CH:28][CH:29]=2)[N:24]([S:13]([C:6]2[C:7]3[C:12](=[CH:11][CH:10]=[CH:9][CH:8]=3)[C:3]([O:2][CH3:1])=[CH:4][CH:5]=2)(=[O:15])=[O:14])[CH2:23]1)[CH3:18]. (6) Given the reactants C[Si](Cl)(C)C.[CH2:6]1[C:11]2([CH2:16][C:15](=[O:17])[CH2:14][C:13](=[O:18])[CH2:12]2)[CH2:10][CH2:9][O:8][CH2:7]1.[CH:19]([C:21]1[CH:28]=[CH:27][C:24]([C:25]#[N:26])=[CH:23][CH:22]=1)=O.[F:29][C:30]([F:42])([F:41])[C:31]1[CH:32]=[C:33]([NH:37][C:38]([NH2:40])=[O:39])[CH:34]=[CH:35][CH:36]=1, predict the reaction product. The product is: [C:25]([C:24]1[CH:27]=[CH:28][C:21]([CH:19]([C:14]2[C:15](=[O:17])[CH2:16][C:11]3([CH2:10][CH2:9][O:8][CH2:7][CH2:6]3)[CH2:12][C:13]=2[OH:18])[NH:40][C:38]([NH:37][C:33]2[CH:34]=[CH:35][CH:36]=[C:31]([C:30]([F:41])([F:42])[F:29])[CH:32]=2)=[O:39])=[CH:22][CH:23]=1)#[N:26]. (7) Given the reactants CC1C=CC(S(O[CH2:12][C@H:13]2[CH2:22][CH2:21][C:20]3[C:15](=[C:16]([C:23]4[C:28]([Cl:29])=[CH:27][CH:26]=[CH:25][C:24]=4[Cl:30])[CH:17]=[CH:18][CH:19]=3)[O:14]2)(=O)=O)=CC=1.[CH3:31][NH2:32].[OH-].[Na+], predict the reaction product. The product is: [Cl:30][C:24]1[CH:25]=[CH:26][CH:27]=[C:28]([Cl:29])[C:23]=1[C:16]1[CH:17]=[CH:18][CH:19]=[C:20]2[C:15]=1[O:14][C@@H:13]([CH2:12][NH:32][CH3:31])[CH2:22][CH2:21]2. (8) Given the reactants [Br:1][C:2]1[CH:15]=[C:14]2[C:5]([O:6][C@@H:7]3[C@@H:12]([C:13]2=O)[CH2:11][CH2:10][CH2:9][CH2:8]3)=[CH:4][CH:3]=1.[CH2:17]1COCC1, predict the reaction product. The product is: [Br:1][C:2]1[CH:15]=[C:14]2[C:5]([O:6][C@@H:7]3[C@@H:12]([C:13]2=[CH2:17])[CH2:11][CH2:10][CH2:9][CH2:8]3)=[CH:4][CH:3]=1. (9) Given the reactants [F:1][C:2]1[C:33]([NH:34][S:35]([CH2:38][CH2:39][CH3:40])(=[O:37])=[O:36])=[CH:32][CH:31]=[C:30]([F:41])[C:3]=1[C:4]([NH:6][C:7]1[CH:8]=[C:9]2[C:15]([C:16]#[C:17][CH2:18][O:19][CH3:20])=[CH:14][N:13](S(C3C=CC=CC=3)(=O)=O)[C:10]2=[N:11][CH:12]=1)=[O:5].CN(C)CC#CC1NC2=NC=C(NC(=O)C3C(F)=CC=C(NS(CCC)(=O)=O)C=3F)C=C2C=1, predict the reaction product. The product is: [F:1][C:2]1[C:33]([NH:34][S:35]([CH2:38][CH2:39][CH3:40])(=[O:36])=[O:37])=[CH:32][CH:31]=[C:30]([F:41])[C:3]=1[C:4]([NH:6][C:7]1[CH:8]=[C:9]2[C:15]([CH2:16][CH2:17][CH2:18][O:19][CH3:20])=[CH:14][NH:13][C:10]2=[N:11][CH:12]=1)=[O:5].